Dataset: Peptide-MHC class I binding affinity with 185,985 pairs from IEDB/IMGT. Task: Regression. Given a peptide amino acid sequence and an MHC pseudo amino acid sequence, predict their binding affinity value. This is MHC class I binding data. (1) The peptide sequence is QLLGWYSRV. The MHC is HLA-A02:01 with pseudo-sequence HLA-A02:01. The binding affinity (normalized) is 0.699. (2) The peptide sequence is PVDTEFINK. The MHC is HLA-A31:01 with pseudo-sequence HLA-A31:01. The binding affinity (normalized) is 0.127.